From a dataset of Catalyst prediction with 721,799 reactions and 888 catalyst types from USPTO. Predict which catalyst facilitates the given reaction. (1) Reactant: [C:1]([O:5][C:6]([NH:8][CH2:9][CH2:10][CH2:11][C:12]([OH:14])=O)=[O:7])([CH3:4])([CH3:3])[CH3:2].C1N=CN(C(N2C=NC=C2)=O)C=1.Cl.[CH3:28][O:29][NH:30][CH3:31]. Product: [CH3:28][O:29][N:30]([CH3:31])[C:12](=[O:14])[CH2:11][CH2:10][CH2:9][NH:8][C:6](=[O:7])[O:5][C:1]([CH3:2])([CH3:3])[CH3:4]. The catalyst class is: 4. (2) Reactant: Cl[C:2]1[N:7]=[C:6]([S:8][CH3:9])[N:5]=[C:4]2[N:10]([C:15]3[C:20]([F:21])=[CH:19][CH:18]=[CH:17][C:16]=3[F:22])[C:11](=[O:14])[NH:12][CH2:13][C:3]=12.[CH3:23][N:24]([CH3:43])[C:25](=[O:42])[C:26]1[CH:31]=[CH:30][C:29]([CH3:32])=[C:28](B2OC(C)(C)C(C)(C)O2)[CH:27]=1.C([O-])([O-])=O.[K+].[K+]. Product: [F:22][C:16]1[CH:17]=[CH:18][CH:19]=[C:20]([F:21])[C:15]=1[N:10]1[C:4]2[N:5]=[C:6]([S:8][CH3:9])[N:7]=[C:2]([C:28]3[CH:27]=[C:26]([CH:31]=[CH:30][C:29]=3[CH3:32])[C:25]([N:24]([CH3:43])[CH3:23])=[O:42])[C:3]=2[CH2:13][NH:12][C:11]1=[O:14]. The catalyst class is: 38.